From a dataset of NCI-60 drug combinations with 297,098 pairs across 59 cell lines. Regression. Given two drug SMILES strings and cell line genomic features, predict the synergy score measuring deviation from expected non-interaction effect. (1) Drug 1: CC1CCC2CC(C(=CC=CC=CC(CC(C(=O)C(C(C(=CC(C(=O)CC(OC(=O)C3CCCCN3C(=O)C(=O)C1(O2)O)C(C)CC4CCC(C(C4)OC)O)C)C)O)OC)C)C)C)OC. Drug 2: CCC1=C2CN3C(=CC4=C(C3=O)COC(=O)C4(CC)O)C2=NC5=C1C=C(C=C5)O. Cell line: SW-620. Synergy scores: CSS=29.6, Synergy_ZIP=-5.87, Synergy_Bliss=-0.908, Synergy_Loewe=-29.6, Synergy_HSA=-1.35. (2) Drug 1: C1=CN(C(=O)N=C1N)C2C(C(C(O2)CO)O)O.Cl. Drug 2: CC12CCC3C(C1CCC2O)C(CC4=C3C=CC(=C4)O)CCCCCCCCCS(=O)CCCC(C(F)(F)F)(F)F. Cell line: HOP-92. Synergy scores: CSS=27.5, Synergy_ZIP=-10.1, Synergy_Bliss=-4.18, Synergy_Loewe=-17.4, Synergy_HSA=-1.93.